From a dataset of Reaction yield outcomes from USPTO patents with 853,638 reactions. Predict the reaction yield, written as a fraction of the theoretical maximum amount of product (1.0 means a 100% yield; for example, 0.34 means a 34% yield). (1) The reactants are [H-].[Na+].[OH:3][CH2:4][C:5]1[N:10]=[C:9](CNC(=O)OC(C)(C)C)[CH:8]=[CH:7][CH:6]=1.Br[CH2:21][C:22]1[CH:41]=[CH:40][C:25]([CH2:26][C@@H:27]([C:36]([O:38][CH3:39])=[O:37])[NH:28][C:29]([O:31][C:32]([CH3:35])([CH3:34])[CH3:33])=[O:30])=[CH:24][CH:23]=1.[OH2:42]. The catalyst is CC(N(C)C)=O. The product is [C:32]([O:31][C:29]([NH:28][C@H:27]([C:36]([O:38][CH3:39])=[O:37])[CH2:26][C:25]1[CH:40]=[CH:41][C:22]([CH2:21][O:3][CH2:4][C:5]2[CH:6]=[CH:7][CH:8]=[C:9]([N:28]([C:29]([O:31][C:32]([CH3:35])([CH3:34])[CH3:33])=[O:42])[CH3:27])[N:10]=2)=[CH:23][CH:24]=1)=[O:30])([CH3:35])([CH3:34])[CH3:33]. The yield is 0.240. (2) The reactants are [F:1][C:2]1[CH:20]=[C:19]([F:21])[CH:18]=[CH:17][C:3]=1[CH2:4][N:5]1[C:13]2[C:8](=[C:9]([N+:14]([O-])=O)[CH:10]=[CH:11][CH:12]=2)[CH:7]=[N:6]1.[Cl-].[NH4+]. The catalyst is [Fe].CCO.O. The product is [F:1][C:2]1[CH:20]=[C:19]([F:21])[CH:18]=[CH:17][C:3]=1[CH2:4][N:5]1[C:13]2[CH:12]=[CH:11][CH:10]=[C:9]([NH2:14])[C:8]=2[CH:7]=[N:6]1. The yield is 0.750. (3) The yield is 0.870. No catalyst specified. The product is [N:1]12[CH2:9][CH:5]([CH2:6][CH2:7][CH2:8]1)[CH:4]([O:10][C:11](=[O:13])[CH3:12])[CH2:3][CH2:2]2. The reactants are [N:1]12[CH2:9][CH:5]([CH2:6][CH2:7][CH2:8]1)[CH:4]([OH:10])[CH2:3][CH2:2]2.[C:11](OC(=O)C)(=[O:13])[CH3:12]. (4) The reactants are [Cl:1][C:2]1[CH:7]=[CH:6][C:5]([C:8]2[CH:13]=[CH:12][N:11]3[C:14](=[O:17])[NH:15][N:16]=[C:10]3[C:9]=2[C:18]2[CH:23]=[CH:22][N:21]=[CH:20][CH:19]=2)=[CH:4][CH:3]=1.Cl[CH2:25][C:26]1[C:27]([O:36][CH3:37])=[N:28][C:29]([C:32]([F:35])([F:34])[F:33])=[CH:30][CH:31]=1.C([O-])([O-])=O.[K+].[K+]. The catalyst is CN(C=O)C. The product is [Cl:1][C:2]1[CH:7]=[CH:6][C:5]([C:8]2[CH:13]=[CH:12][N:11]3[C:14](=[O:17])[N:15]([CH2:25][C:26]4[C:27]([O:36][CH3:37])=[N:28][C:29]([C:32]([F:35])([F:33])[F:34])=[CH:30][CH:31]=4)[N:16]=[C:10]3[C:9]=2[C:18]2[CH:19]=[CH:20][N:21]=[CH:22][CH:23]=2)=[CH:4][CH:3]=1. The yield is 0.820. (5) The yield is 0.300. The catalyst is Br. The reactants are O[CH2:2][CH2:3][CH2:4][C:5]1[C:10]([OH:11])=[CH:9][CH:8]=[CH:7][N:6]=1. The product is [O:11]1[C:10]2[C:5](=[N:6][CH:7]=[CH:8][CH:9]=2)[CH2:4][CH2:3][CH2:2]1.